From a dataset of Full USPTO retrosynthesis dataset with 1.9M reactions from patents (1976-2016). Predict the reactants needed to synthesize the given product. (1) Given the product [CH3:9][N:10]([C:11]1[CH:16]=[CH:15][CH:14]=[CH:13][CH:12]=1)[C:2](=[O:8])[CH2:3][C:4]([OH:6])=[O:5], predict the reactants needed to synthesize it. The reactants are: Cl[C:2](=[O:8])[CH2:3][C:4]([O:6]C)=[O:5].[CH3:9][NH:10][C:11]1[CH:16]=[CH:15][CH:14]=[CH:13][CH:12]=1.[Li+].[OH-]. (2) Given the product [CH2:19]([O:17][C:15]([C:14]1[NH:9][C:4]2[C:5]([CH:13]=1)=[CH:6][CH:7]=[CH:8][C:3]=2[Cl:2])=[O:16])[CH3:20], predict the reactants needed to synthesize it. The reactants are: Cl.[Cl:2][C:3]1[CH:8]=[CH:7][CH:6]=[CH:5][C:4]=1[NH:9]N.C([CH2:13][C:14](=O)[C:15]([O-:17])=[O:16])C.[CH2:19](O)[CH3:20]. (3) Given the product [C:23]([O:27][C:28](=[O:37])[NH:29][C:30]([CH3:36])([CH2:33][CH2:34][CH3:35])[CH2:31][NH:32][C:18]([C:17]1[C:16]([CH3:21])=[N:15][N:14]2[C:9]([O:8][CH2:7][CH:1]3[CH2:2][CH2:3][CH2:4][CH2:5][CH2:6]3)=[CH:10][C:11]([CH3:22])=[CH:12][C:13]=12)=[O:20])([CH3:26])([CH3:25])[CH3:24], predict the reactants needed to synthesize it. The reactants are: [CH:1]1([CH2:7][O:8][C:9]2[N:14]3[N:15]=[C:16]([CH3:21])[C:17]([C:18]([OH:20])=O)=[C:13]3[CH:12]=[C:11]([CH3:22])[CH:10]=2)[CH2:6][CH2:5][CH2:4][CH2:3][CH2:2]1.[C:23]([O:27][C:28](=[O:37])[NH:29][C:30]([CH3:36])([CH2:33][CH2:34][CH3:35])[CH2:31][NH2:32])([CH3:26])([CH3:25])[CH3:24]. (4) Given the product [ClH:18].[S:12]1[C:8]([NH2:7])=[CH:9][C:10]2[CH:16]=[CH:15][CH:14]=[CH:13][C:11]1=2, predict the reactants needed to synthesize it. The reactants are: C(OC(=O)[NH:7][C:8]1[S:12][C:11]2[CH:13]=[CH:14][CH:15]=[CH:16][C:10]=2[CH:9]=1)(C)(C)C.[ClH:18]. (5) Given the product [CH3:2][O:3][CH2:4][CH2:5][O:6][C@@H:7]1[CH2:12][CH2:11][CH2:10][N:9]([CH2:13][C@@H:14]2[CH2:19][CH2:18][CH2:17][CH2:16][C@H:15]2[NH:20][C:47](=[O:51])[C:29]2[CH:28]=[CH:27][C:26]([N:21]3[CH:25]=[CH:24][CH:41]=[N:38]3)=[CH:31][CH:30]=2)[CH2:8]1, predict the reactants needed to synthesize it. The reactants are: Cl.[CH3:2][O:3][CH2:4][CH2:5][O:6][C@@H:7]1[CH2:12][CH2:11][CH2:10][N:9]([CH2:13][C@@H:14]2[CH2:19][CH2:18][CH2:17][CH2:16][C@H:15]2[NH2:20])[CH2:8]1.[N:21]1([C:26]2[C:31](C(O)=O)=[CH:30][CH:29]=[CH:28][CH:27]=2)[CH:25]=[CH:24]N=C1.C([N:38]([CH:41](C)C)CC)(C)C.CN([C:47]([O:51]N1N=NC2C=CC=NC1=2)=[N+](C)C)C.F[P-](F)(F)(F)(F)F. (6) The reactants are: [C:1]1([PH:7][C:8]2[CH:13]=[CH:12][CH:11]=[CH:10][CH:9]=2)[CH:6]=[CH:5][CH:4]=[CH:3][CH:2]=1.C(=O)([O-])[O-].[K+].[K+].[CH2:20]([I:22])[CH3:21].[CH2:23](O)[CH3:24]. Given the product [I-:22].[C:8]1([P+:7]([C:1]2[CH:2]=[CH:3][CH:4]=[CH:5][CH:6]=2)([CH2:20][CH3:21])[CH2:23][CH3:24])[CH:9]=[CH:10][CH:11]=[CH:12][CH:13]=1, predict the reactants needed to synthesize it. (7) Given the product [CH3:1][O:2][C:3]([CH:4]1[CH2:5][N@@:7]1[S:8]([C:11]1[CH:16]=[CH:15][CH:14]=[CH:13][CH:12]=1)(=[O:10])=[O:9])=[O:17], predict the reactants needed to synthesize it. The reactants are: [CH3:1][O:2][C:3](=[O:17])[C@@H:4]([NH:7][S:8]([C:11]1[CH:16]=[CH:15][CH:14]=[CH:13][CH:12]=1)(=[O:10])=[O:9])[CH2:5]O.C1(P(C2C=CC=CC=2)C2C=CC=CC=2)C=CC=CC=1.CCOC(/N=N/C(OCC)=O)=O.